This data is from Forward reaction prediction with 1.9M reactions from USPTO patents (1976-2016). The task is: Predict the product of the given reaction. Given the reactants [Cl:1][C:2]1[C:10]([C:11]#[N:12])=[CH:9][CH:8]=[C:7]2[C:3]=1[CH:4]=[C:5]([CH3:13])[NH:6]2.[Br:14][C:15]1[CH:16]=[N:17][CH:18]=[C:19]([C:21]2[O:22][C:23]([CH2:26]Cl)=[N:24][N:25]=2)[CH:20]=1, predict the reaction product. The product is: [Br:14][C:15]1[CH:20]=[C:19]([C:21]2[O:22][C:23]([CH2:26][N:6]3[C:7]4[C:3](=[C:2]([Cl:1])[C:10]([C:11]#[N:12])=[CH:9][CH:8]=4)[CH:4]=[C:5]3[CH3:13])=[N:24][N:25]=2)[CH:18]=[N:17][CH:16]=1.